The task is: Predict the reactants needed to synthesize the given product.. This data is from Full USPTO retrosynthesis dataset with 1.9M reactions from patents (1976-2016). (1) The reactants are: [CH2:1]([S:5][C:6]1[NH:11][C:10](=O)[CH:9]=[CH:8][N:7]=1)[CH2:2][CH2:3][CH3:4].P(Cl)(Cl)([Cl:15])=O. Given the product [CH2:1]([S:5][C:6]1[N:11]=[C:10]([Cl:15])[CH:9]=[CH:8][N:7]=1)[CH2:2][CH2:3][CH3:4], predict the reactants needed to synthesize it. (2) Given the product [CH3:10][C:4]1[CH:3]=[C:2]([N:18]2[CH2:23][CH2:22][CH:21]([NH2:24])[CH2:20][CH2:19]2)[C:7]([CH3:8])=[CH:6][N:5]=1, predict the reactants needed to synthesize it. The reactants are: Cl[C:2]1[C:7]([CH3:8])=[CH:6][N+:5]([O-])=[C:4]([CH3:10])[CH:3]=1.C([N:18]1[CH2:23][CH2:22][CH:21]([NH2:24])[CH2:20][CH2:19]1)(OC(C)(C)C)=O.C(N(CC)C(C)C)(C)C.Cl.N. (3) Given the product [CH:23]1([N:12]2[CH:11]=[N:10][C:9]3[C:13]2=[N:14][C:15]([NH:17][CH2:18][C:19]([CH3:22])([OH:21])[CH3:20])=[N:16][C:8]=3[NH:7][CH2:6][C:5]2[CH:28]=[CH:29][C:2]([C:31]3[O:30][CH:34]=[CH:33][CH:32]=3)=[CH:3][CH:4]=2)[CH2:27][CH2:26][CH2:25][CH2:24]1, predict the reactants needed to synthesize it. The reactants are: Br[C:2]1[CH:29]=[CH:28][C:5]([CH2:6][NH:7][C:8]2[N:16]=[C:15]([NH:17][CH2:18][C:19]([CH3:22])([OH:21])[CH3:20])[N:14]=[C:13]3[C:9]=2[N:10]=[CH:11][N:12]3[CH:23]2[CH2:27][CH2:26][CH2:25][CH2:24]2)=[CH:4][CH:3]=1.[O:30]1[CH:34]=[CH:33][CH:32]=[C:31]1B(O)O.O.O.O.P([O-])([O-])([O-])=O.[K+].[K+].[K+]. (4) Given the product [N:1]1([C:6]2[CH:7]=[C:8]([NH:9][C:19]3[O:23][N:22]=[C:21]4[C:24]5[CH:32]=[C:31]([CH3:33])[CH:30]=[CH:29][C:25]=5[O:26][CH2:27][CH2:28][C:20]=34)[CH:10]=[CH:11][CH:12]=2)[CH:5]=[CH:4][N:3]=[CH:2]1, predict the reactants needed to synthesize it. The reactants are: [N:1]1([C:6]2[CH:7]=[C:8]([CH:10]=[CH:11][CH:12]=2)[NH2:9])[CH:5]=[CH:4][N:3]=[CH:2]1.C([Li])CCC.Cl[C:19]1[O:23][N:22]=[C:21]2[C:24]3[CH:32]=[C:31]([CH3:33])[CH:30]=[CH:29][C:25]=3[O:26][CH2:27][CH2:28][C:20]=12.